Dataset: Full USPTO retrosynthesis dataset with 1.9M reactions from patents (1976-2016). Task: Predict the reactants needed to synthesize the given product. (1) Given the product [CH2:25]([N:8]([CH2:1][C:2]1[CH:3]=[CH:4][CH:5]=[CH:6][CH:7]=1)[C@H:9]1[CH2:14][CH2:13][C@H:12]([NH:15][CH2:16][C:17]([CH3:22])([OH:23])[C:18]([F:21])([F:20])[F:19])[CH2:11][CH2:10]1)[C:26]1[CH:27]=[CH:28][CH:29]=[CH:30][CH:31]=1.[CH2:25]([N:8]([CH2:1][C:2]1[CH:7]=[CH:6][CH:5]=[CH:4][CH:3]=1)[C@H:9]1[CH2:14][CH2:13][C@H:12]([NH:15][C:16](=[O:24])[C:17]([OH:23])([CH3:22])[C:18]([F:21])([F:20])[F:19])[CH2:11][CH2:10]1)[C:26]1[CH:27]=[CH:28][CH:29]=[CH:30][CH:31]=1, predict the reactants needed to synthesize it. The reactants are: [CH2:1]([N:8]([CH2:25][C:26]1[CH:31]=[CH:30][CH:29]=[CH:28][CH:27]=1)[C@H:9]1[CH2:14][CH2:13][C@H:12]([NH:15][C:16](=[O:24])[C:17]([OH:23])([CH3:22])[C:18]([F:21])([F:20])[F:19])[CH2:11][CH2:10]1)[C:2]1[CH:7]=[CH:6][CH:5]=[CH:4][CH:3]=1. (2) Given the product [F:5][C:6]1[C:7](=[O:8])[NH:1][C:2](=[O:3])[NH:4][C:11]=1[OH:12], predict the reactants needed to synthesize it. The reactants are: [NH2:1][C:2]([NH2:4])=[O:3].[F:5][CH:6]([C:11](OC)=[O:12])[C:7](OC)=[O:8].C[O-].[Na+]. (3) Given the product [NH2:1][C:2]1[N:10]=[CH:9][N:8]=[C:7]2[C:3]=1[N:4]=[CH:5][N:6]2[C@H:11]1[C@@H:15]2[O:16][C:17]([CH3:19])([CH3:20])[O:18][C@@H:14]2[C@@H:13]([CH2:21][N:22]([CH:38]([CH3:40])[CH3:39])[CH2:23][CH2:24][CH2:25][N:26]2[C:34](=[O:35])[C:33]3[C:28](=[CH:29][CH:30]=[CH:31][CH:32]=3)[C:27]2=[O:36])[O:12]1, predict the reactants needed to synthesize it. The reactants are: [NH2:1][C:2]1[N:10]=[CH:9][N:8]=[C:7]2[C:3]=1[N:4]=[CH:5][N:6]2[C@H:11]1[C@@H:15]2[O:16][C:17]([CH3:20])([CH3:19])[O:18][C@@H:14]2[C@@H:13]([CH2:21][NH:22][CH2:23][CH2:24][CH2:25][N:26]2[C:34](=[O:35])[C:33]3[C:28](=[CH:29][CH:30]=[CH:31][CH:32]=3)[C:27]2=[O:36])[O:12]1.I[CH:38]([CH3:40])[CH3:39].C([O-])([O-])=O.[K+].[K+]. (4) Given the product [CH:1]1([C:4]2([OH:22])[CH2:11][CH2:10][CH2:9][CH2:8][NH:7][CH2:6][CH2:5]2)[CH2:2][CH2:3]1, predict the reactants needed to synthesize it. The reactants are: [CH:1]1([C:4]2([OH:22])[CH2:11][CH2:10][CH2:9][CH2:8][N:7](C(OCC3C=CC=CC=3)=O)[CH2:6][CH2:5]2)[CH2:3][CH2:2]1. (5) Given the product [CH3:1][C:2]1[C:3]([CH2:9][N:10]([CH2:17][C:18]2[C:23]([CH:24]([CH3:26])[CH3:25])=[CH:22][CH:21]=[CH:20][N:19]=2)[CH:11]2[CH2:16][CH2:15][N:14]([C:32]([NH2:31])=[O:33])[CH2:13][CH2:12]2)=[N:4][CH:5]=[C:6]([CH3:8])[CH:7]=1, predict the reactants needed to synthesize it. The reactants are: [CH3:1][C:2]1[C:3]([CH2:9][N:10]([CH2:17][C:18]2[C:23]([CH:24]([CH3:26])[CH3:25])=[CH:22][CH:21]=[CH:20][N:19]=2)[CH:11]2[CH2:16][CH2:15][NH:14][CH2:13][CH2:12]2)=[N:4][CH:5]=[C:6]([CH3:8])[CH:7]=1.C[Si]([N:31]=[C:32]=[O:33])(C)C. (6) Given the product [Br:1][C:2]1[CH:3]=[CH:4][C:5]([O:12][CH3:13])=[C:6]([S:8]([NH:20][C:18]2[O:17][N:16]=[C:15]([CH3:14])[CH:19]=2)(=[O:10])=[O:9])[CH:7]=1, predict the reactants needed to synthesize it. The reactants are: [Br:1][C:2]1[CH:3]=[CH:4][C:5]([O:12][CH3:13])=[C:6]([S:8](Cl)(=[O:10])=[O:9])[CH:7]=1.[CH3:14][C:15]1[CH:19]=[C:18]([NH2:20])[O:17][N:16]=1.O. (7) Given the product [CH3:1][C:2]1[CH:7]=[CH:6][N:5]=[CH:4][C:3]=1[N:8]1[CH2:12][CH2:11][N:10]([C:15]2[CH:16]=[C:17]3[CH:23]=[N:22][N:21]([CH2:24][O:25][CH2:26][CH2:27][Si:28]([CH3:31])([CH3:30])[CH3:29])[C:18]3=[N:19][CH:20]=2)[C:9]1=[O:13], predict the reactants needed to synthesize it. The reactants are: [CH3:1][C:2]1[CH:7]=[CH:6][N:5]=[CH:4][C:3]=1[N:8]1[CH2:12][CH2:11][NH:10][C:9]1=[O:13].Br[C:15]1[CH:16]=[C:17]2[CH:23]=[N:22][N:21]([CH2:24][O:25][CH2:26][CH2:27][Si:28]([CH3:31])([CH3:30])[CH3:29])[C:18]2=[N:19][CH:20]=1.N[C@@H]1CCCC[C@H]1N.P([O-])([O-])([O-])=O.[K+].[K+].[K+]. (8) Given the product [Br:2][C:3]1[CH:4]=[C:5]([CH:8]([NH2:11])[CH2:9][O:10][Si:21]([C:18]([CH3:20])([CH3:19])[CH3:17])([CH3:23])[CH3:22])[S:6][CH:7]=1, predict the reactants needed to synthesize it. The reactants are: [Cl-].[Br:2][C:3]1[CH:4]=[C:5]([CH:8]([NH3+:11])[CH2:9][OH:10])[S:6][CH:7]=1.N1C=CN=C1.[CH3:17][C:18]([Si:21](Cl)([CH3:23])[CH3:22])([CH3:20])[CH3:19]. (9) Given the product [CH3:16][O:15][C:13]([C:7]1[CH:8]=[C:9]([Cl:12])[CH:10]=[C:11]2[C:6]=1[N:5]=[CH:4][N:3]=[C:2]2[NH:26][CH:27]([C:29]1[CH:34]=[CH:33][CH:32]=[C:31]([NH:35][C:36]([O:37][C:38]([CH3:39])([CH3:41])[CH3:40])=[O:42])[CH:30]=1)[CH3:28])=[O:14], predict the reactants needed to synthesize it. The reactants are: Cl[C:2]1[C:11]2[C:6](=[C:7]([C:13]([O:15][CH3:16])=[O:14])[CH:8]=[C:9]([Cl:12])[CH:10]=2)[N:5]=[CH:4][N:3]=1.C(N(C(C)C)C(C)C)C.[NH2:26][CH:27]([C:29]1[CH:30]=[C:31]([NH:35][C:36](=[O:42])[O:37][C:38]([CH3:41])([CH3:40])[CH3:39])[CH:32]=[CH:33][CH:34]=1)[CH3:28]. (10) Given the product [CH3:1][O:2][C:3]([CH:4]1[C:23]([CH3:28])=[CH:24][C:25](=[O:26])[N:11]1[C:12]([O:14][C:15]([CH3:16])([CH3:17])[CH3:18])=[O:13])=[O:19], predict the reactants needed to synthesize it. The reactants are: [CH3:1][O:2][C:3](=[O:19])[CH:4]([NH:11][C:12]([O:14][C:15]([CH3:18])([CH3:17])[CH3:16])=[O:13])P(OC)(OC)=O.CC1(C)[O:26][C:25](=O)[CH:24]=[C:23]([CH3:28])O1.N1C(C)=CC=CC=1C.